Predict the reactants needed to synthesize the given product. From a dataset of Full USPTO retrosynthesis dataset with 1.9M reactions from patents (1976-2016). Given the product [Cl:1][C:2]1[CH:8]=[CH:7][C:5]([NH:6][S:15]([CH2:12][CH2:13][CH3:14])(=[O:17])=[O:16])=[CH:4][C:3]=1[N+:9]([O-:11])=[O:10], predict the reactants needed to synthesize it. The reactants are: [Cl:1][C:2]1[CH:8]=[CH:7][C:5]([NH2:6])=[CH:4][C:3]=1[N+:9]([O-:11])=[O:10].[CH2:12]([S:15](Cl)(=[O:17])=[O:16])[CH2:13][CH3:14].